From a dataset of Catalyst prediction with 721,799 reactions and 888 catalyst types from USPTO. Predict which catalyst facilitates the given reaction. (1) Reactant: [N+:1]([CH:4]([CH3:6])[CH3:5])([O-:3])=[O:2].C1CCN2C(=NCCC2)CC1.[C:18]([O:23][CH3:24])(=[O:22])[C:19]([CH3:21])=[CH2:20]. Product: [CH3:24][O:23][C:18](=[O:22])[CH:19]([CH3:21])[CH2:20][C:4]([CH3:6])([N+:1]([O-:3])=[O:2])[CH3:5]. The catalyst class is: 1. (2) Reactant: [O:1]1CC[O:3][CH:2]1[C:6]1[CH:7]=[C:8]([NH:12][C:13]2[S:14][CH:15]=[C:16]([C:18]3[S:22][C:21]([NH:23][C:24](=[O:26])[CH3:25])=[N:20][C:19]=3[CH3:27])[N:17]=2)[CH:9]=[CH:10][CH:11]=1.[S:28]1[CH2:32][C:31](=[O:33])[NH:30][C:29]1=[O:34].NCCC(O)=O.O. Product: [C:2]([OH:3])(=[O:1])[CH3:6].[O:34]=[C:29]1[NH:30][C:31](=[O:33])/[C:32](=[CH:2]/[C:6]2[CH:7]=[C:8]([NH:12][C:13]3[S:14][CH:15]=[C:16]([C:18]4[S:22][C:21]([NH:23][C:24](=[O:26])[CH3:25])=[N:20][C:19]=4[CH3:27])[N:17]=3)[CH:9]=[CH:10][CH:11]=2)/[S:28]1. The catalyst class is: 52. (3) Reactant: C([Li])CCC.I[C:7]1[CH:12]=[CH:11][C:10]([I:13])=[CH:9][CH:8]=1.[O:14]1[CH2:19][CH2:18][C:17](=[O:20])[CH2:16][CH2:15]1.O. Product: [I:13][C:10]1[CH:11]=[CH:12][C:7]([C:17]2([OH:20])[CH2:18][CH2:19][O:14][CH2:15][CH2:16]2)=[CH:8][CH:9]=1. The catalyst class is: 1. (4) Reactant: [OH:1][CH2:2][C:3]1[N:4]=[C:5]([C:29]2[O:33][C:32]([CH2:34][C:35]([CH3:41])([CH3:40])[C:36]([O:38][CH3:39])=[O:37])=[N:31][N:30]=2)[S:6][C:7]=1[C:8]1[C:17]2[C:12](=[CH:13][CH:14]=[CH:15][CH:16]=2)[C:11]([S:18](=[O:28])(=[O:27])[NH:19][C@@H:20]([CH2:25][CH3:26])[C:21]([F:24])([F:23])[F:22])=[CH:10][CH:9]=1. Product: [CH:2]([C:3]1[N:4]=[C:5]([C:29]2[O:33][C:32]([CH2:34][C:35]([CH3:40])([CH3:41])[C:36]([O:38][CH3:39])=[O:37])=[N:31][N:30]=2)[S:6][C:7]=1[C:8]1[C:17]2[C:12](=[CH:13][CH:14]=[CH:15][CH:16]=2)[C:11]([S:18](=[O:28])(=[O:27])[NH:19][C@@H:20]([CH2:25][CH3:26])[C:21]([F:23])([F:24])[F:22])=[CH:10][CH:9]=1)=[O:1]. The catalyst class is: 177. (5) Reactant: [F:1][C:2]([F:16])([F:15])[C:3]1[CH:8]=[CH:7][C:6]([C@:9]23[CH2:14][C@H:13]2[CH2:12][NH:11][CH2:10]3)=[CH:5][CH:4]=1.CC(C)[O-].[CH3:21][C:22]1[S:23][C:24]([C:28]2[C:29](=[O:39])[NH:30][C:31](=[O:38])[N:32]([CH2:34][CH2:35][CH:36]=O)[CH:33]=2)=[C:25]([CH3:27])[N:26]=1. Product: [CH3:21][C:22]1[S:23][C:24]([C:28]2[C:29](=[O:39])[NH:30][C:31](=[O:38])[N:32]([CH2:34][CH2:35][CH2:36][N:11]3[CH2:12][C@H:13]4[C@:9]([C:6]5[CH:5]=[CH:4][C:3]([C:2]([F:1])([F:15])[F:16])=[CH:8][CH:7]=5)([CH2:14]4)[CH2:10]3)[CH:33]=2)=[C:25]([CH3:27])[N:26]=1. The catalyst class is: 10. (6) Product: [N-:40]([S:41]([C:44]([F:47])([F:45])[F:46])(=[O:43])=[O:42])[S:48]([C:51]([F:54])([F:53])[F:52])(=[O:50])=[O:49].[CH3:33][C:32]1([CH3:34])[C:31]2[C:26](=[CH:27][CH:28]=[CH:29][CH:30]=2)[N:25]([CH2:35][CH2:36][OH:37])[C:24]1=[CH:23][CH:22]=[C:19]1[CH2:20][CH2:21][C:17]([CH:16]=[CH:15][C:4]2[C:3]([CH3:2])([CH3:39])[C:11]3[C:6](=[CH:7][CH:8]=[CH:9][CH:10]=3)[N+:5]=2[CH2:12][CH2:13][OH:14])=[C:18]1[Cl:38]. Reactant: [Br-].[CH3:2][C:3]1([CH3:39])[C:11]2[C:6](=[CH:7][CH:8]=[CH:9][CH:10]=2)[N:5]([CH2:12][CH2:13][OH:14])[C:4]1=[CH:15][CH:16]=[C:17]1[CH2:21][CH2:20][C:19]([CH:22]=[CH:23][C:24]2[C:32]([CH3:34])([CH3:33])[C:31]3[C:26](=[CH:27][CH:28]=[CH:29][CH:30]=3)[N+:25]=2[CH2:35][CH2:36][OH:37])=[C:18]1[Cl:38].[N-:40]([S:48]([C:51]([F:54])([F:53])[F:52])(=[O:50])=[O:49])[S:41]([C:44]([F:47])([F:46])[F:45])(=[O:43])=[O:42].[Li+].C(C(C)=O)C(C)C. The catalyst class is: 6.